Dataset: Forward reaction prediction with 1.9M reactions from USPTO patents (1976-2016). Task: Predict the product of the given reaction. (1) Given the reactants Cl[C:2]1[C:3]([NH:12][S:13]([C:16]2[CH:25]=[CH:24][C:19]([C:20]([O:22][CH3:23])=[O:21])=[CH:18][CH:17]=2)(=[O:15])=[O:14])=NC=[C:6]([C:8](F)(F)F)[CH:7]=1.C1(CN)CCC1, predict the reaction product. The product is: [CH:2]1([CH2:3][NH:12][S:13]([C:16]2[CH:17]=[CH:18][C:19]([C:20]([O:22][CH3:23])=[O:21])=[CH:24][CH:25]=2)(=[O:14])=[O:15])[CH2:7][CH2:6][CH2:8]1. (2) The product is: [CH3:17][O:18][C:19](=[O:38])[CH2:20][C:21]1[CH:30]=[C:29]([CH:31]2[CH2:36][CH2:35][N:34]([S:49]([C:45]3[CH:46]=[CH:47][CH:48]=[C:43]([S:40]([CH3:39])(=[O:42])=[O:41])[CH:44]=3)(=[O:51])=[O:50])[CH2:33][CH2:32]2)[C:28]2[C:23](=[CH:24][CH:25]=[C:26]([F:37])[CH:27]=2)[CH:22]=1. Given the reactants C(N(C(C)C)CC)(C)C.FC(F)(F)C(O)=O.[CH3:17][O:18][C:19](=[O:38])[CH2:20][C:21]1[CH:30]=[C:29]([CH:31]2[CH2:36][CH2:35][NH:34][CH2:33][CH2:32]2)[C:28]2[C:23](=[CH:24][CH:25]=[C:26]([F:37])[CH:27]=2)[CH:22]=1.[CH3:39][S:40]([C:43]1[CH:44]=[C:45]([S:49](Cl)(=[O:51])=[O:50])[CH:46]=[CH:47][CH:48]=1)(=[O:42])=[O:41], predict the reaction product. (3) Given the reactants [Cl:1][C:2]1[CH:7]=[CH:6][C:5]([N:8]2[C:12]([C:13]3[C:18]([F:19])=[CH:17][CH:16]=[CH:15][C:14]=3[F:20])=[CH:11][N:10]=[C:9]2[CH3:21])=[CH:4][CH:3]=1.[Cl:22]N1C(=O)CCC1=O, predict the reaction product. The product is: [Cl:22][C:11]1[N:10]=[C:9]([CH3:21])[N:8]([C:5]2[CH:4]=[CH:3][C:2]([Cl:1])=[CH:7][CH:6]=2)[C:12]=1[C:13]1[C:18]([F:19])=[CH:17][CH:16]=[CH:15][C:14]=1[F:20]. (4) Given the reactants Br[C:2]1[CH:3]=[N:4][CH:5]=[C:6]([S:8]([CH3:11])(=[O:10])=[O:9])[CH:7]=1.[OH-].[NH4+:13], predict the reaction product. The product is: [CH3:11][S:8]([C:6]1[CH:7]=[C:2]([NH2:13])[CH:3]=[N:4][CH:5]=1)(=[O:10])=[O:9]. (5) Given the reactants Br[C:2]1[C:3]2[N:4]([C:9]([C:12]([NH:14][C:15]3[CH:20]=[CH:19][N:18]=[CH:17][C:16]=3[F:21])=[O:13])=[CH:10][N:11]=2)[N:5]=[C:6]([Cl:8])[CH:7]=1.[CH3:22][O:23][C:24]1[CH:29]=[CH:28][C:27]([CH2:30][NH2:31])=[CH:26][CH:25]=1.CCN(C(C)C)C(C)C.O, predict the reaction product. The product is: [Cl:8][C:6]1[CH:7]=[C:2]([NH:31][CH2:30][C:27]2[CH:28]=[CH:29][C:24]([O:23][CH3:22])=[CH:25][CH:26]=2)[C:3]2[N:4]([C:9]([C:12]([NH:14][C:15]3[CH:20]=[CH:19][N:18]=[CH:17][C:16]=3[F:21])=[O:13])=[CH:10][N:11]=2)[N:5]=1. (6) Given the reactants [Cl:1][C:2]1[C:7]([C:8]([OH:10])=[O:9])=[C:6]([NH:11][C:12]2[CH:17]=[CH:16][C:15](C)=[CH:14][CH:13]=2)[C:5]([N+:19]([O-:21])=[O:20])=[CH:4][CH:3]=1.ClC1C(C(O)=O)=C(NC2C=CC(OC)=CC=2)C([N+]([O-])=O)=CC=1.ClC1C(C(O)=O)=C(NC2C=CC(OCC3C=CC=CC=3)=CC=2)C([N+]([O-])=O)=CC=1.ClC1C(C(O)=O)=C(NC2C=CC=C(C)C=2)C([N+]([O-])=O)=CC=1.ClC1C(C(O)=O)=C(NC2C=CC=C(OC)C=2)C([N+]([O-])=O)=CC=1.ClC1C(C(O)=O)=C(NC2C=CC(C#N)=CC=2)C([N+]([O-])=O)=CC=1.ClC1C(C(O)=O)=C(NC2C=CC=C(C#N)C=2)C([N+]([O-])=O)=CC=1.ClC1C(C(O)=O)=C(NC2C=CC(OC(OC)=O)=CC=2)C([N+]([O-])=O)=CC=1.ClC1C(C(O)=O)=C(NC2C=CC(S(C)(=O)=O)=CC=2)C([N+]([O-])=O)=CC=1.ClC1C(C(O)=O)=C(NC2C=CC(OC(F)(F)[F:227])=CC=2)C([N+]([O-])=O)=CC=1.NC1C([N+]([O-])=O)=CC=CC=1C(O)=O, predict the reaction product. The product is: [Cl:1][C:2]1[C:7]([C:8]([OH:10])=[O:9])=[C:6]([NH:11][C:12]2[CH:17]=[CH:16][C:15]([F:227])=[CH:14][CH:13]=2)[C:5]([N+:19]([O-:21])=[O:20])=[CH:4][CH:3]=1. (7) Given the reactants Br[C:2]1[CH:3]=[C:4]2[C@:15]3([CH2:20][CH2:19][O:18][C:17]([NH2:21])=[N:16]3)[C:14]3[C:9](=[CH:10][CH:11]=[C:12]([NH2:22])[CH:13]=3)[O:8][C:5]2=[N:6][CH:7]=1, predict the reaction product. The product is: [O:18]1[CH2:19][CH2:20][C@:15]2([C:4]3[C:5](=[N:6][CH:7]=[CH:2][CH:3]=3)[O:8][C:9]3[C:14]2=[CH:13][C:12]([NH2:22])=[CH:11][CH:10]=3)[N:16]=[C:17]1[NH2:21].